This data is from Reaction yield outcomes from USPTO patents with 853,638 reactions. The task is: Predict the reaction yield, written as a fraction of the theoretical maximum amount of product (1.0 means a 100% yield; for example, 0.34 means a 34% yield). (1) The reactants are C[O:2][C:3](=[O:33])[CH2:4][C:5]1[CH:10]=[CH:9][C:8]([C:11]#[C:12][C:13]2[CH:14]=[C:15]3[C:20](=[C:21]([C:23]#[C:24][Si](C)(C)C)[CH:22]=2)[O:19][C:18]([CH3:30])([CH3:29])[CH2:17][C:16]3([CH3:32])[CH3:31])=[CH:7][CH:6]=1.O1CCCC1.O.O.[OH-].[Li+]. The catalyst is CO. The product is [C:23]([C:21]1[CH:22]=[C:13]([C:12]#[C:11][C:8]2[CH:9]=[CH:10][C:5]([CH2:4][C:3]([OH:33])=[O:2])=[CH:6][CH:7]=2)[CH:14]=[C:15]2[C:20]=1[O:19][C:18]([CH3:29])([CH3:30])[CH2:17][C:16]2([CH3:32])[CH3:31])#[CH:24]. The yield is 0.740. (2) The reactants are [CH3:1][O:2][C:3]1[CH:4]=[C:5]2[C:10](=[CH:11][C:12]=1[O:13][CH3:14])[N:9]=[CH:8][CH:7]=[C:6]2[O:15][C:16]1[CH:21]=[CH:20][C:19]([O:22][CH3:23])=[CH:18][C:17]=1[CH:24]([OH:27])[CH2:25][CH3:26].C1CCN2C(=NCCC2)CC1.[Cl-].O. The catalyst is C(Cl)Cl. The product is [CH3:1][O:2][C:3]1[CH:4]=[C:5]2[C:10](=[CH:11][C:12]=1[O:13][CH3:14])[N:9]=[CH:8][CH:7]=[C:6]2[O:15][C:16]1[CH:21]=[CH:20][C:19]([O:22][CH3:23])=[CH:18][C:17]=1[C:24](=[O:27])[CH2:25][CH3:26]. The yield is 0.860. (3) The reactants are [O:1]=[C:2]([NH:9][C:10]1[CH:15]=[CH:14][CH:13]=[C:12]([C:16]([F:19])([F:18])[F:17])[CH:11]=1)[CH2:3][C:4]([O:6]CC)=[O:5].C[O-].[Na+].CO[CH:25]=[CH:26][C:27](=O)[CH3:28].[OH-].[Na+]. The catalyst is CCO.O. The product is [CH3:25][C:26]1[N:9]([C:10]2[CH:15]=[CH:14][CH:13]=[C:12]([C:16]([F:17])([F:18])[F:19])[CH:11]=2)[C:2](=[O:1])[C:3]([C:4]([OH:6])=[O:5])=[CH:28][CH:27]=1. The yield is 0.580. (4) The reactants are [CH3:1][CH2:2][O-:3].[Na+].C(C(CC)(C([O-])=O)C([O-])=O)C.Cl[C:17]1[CH:22]=[CH:21][C:20]([I:23])=[CH:19][C:18]=1[N+:24]([O-])=O. The catalyst is CN(C)C(=O)C. The product is [I:23][C:20]1[CH:19]=[C:18]2[C:17]([CH2:1][C:2](=[O:3])[NH:24]2)=[CH:22][CH:21]=1. The yield is 0.530.